The task is: Predict which catalyst facilitates the given reaction.. This data is from Catalyst prediction with 721,799 reactions and 888 catalyst types from USPTO. (1) Reactant: [CH3:1][C:2]1[C:3]([CH2:14][S:15]([C:17]2[NH:21][C:20]3[CH:22]=[CH:23][CH:24]=[CH:25][C:19]=3[N:18]=2)=[O:16])=[N:4][CH:5]=[CH:6][C:7]=1[O:8][CH2:9][C:10]([F:13])([F:12])[F:11].CCN(CC)CC.C([O-])(O)=O.[Na+].[C:38]1([CH3:63])[CH:43]=[CH:42][C:41]([S:44]([CH2:47][CH2:48][O:49][C:50](=[O:62])[C:51]2[CH:56]=[CH:55][C:54]([CH3:57])=[C:53]([S:58](Cl)(=[O:60])=[O:59])[CH:52]=2)(=[O:46])=[O:45])=[CH:40][CH:39]=1. Product: [C:38]1([CH3:63])[CH:43]=[CH:42][C:41]([S:44]([CH2:47][CH2:48][O:49][C:50](=[O:62])[C:51]2[CH:56]=[CH:55][C:54]([CH3:57])=[C:53]([S:58]([N:21]3[C:20]4[CH:22]=[CH:23][CH:24]=[CH:25][C:19]=4[N:18]=[C:17]3[S:15]([CH2:14][C:3]3[C:2]([CH3:1])=[C:7]([O:8][CH2:9][C:10]([F:13])([F:11])[F:12])[CH:6]=[CH:5][N:4]=3)=[O:16])(=[O:60])=[O:59])[CH:52]=2)(=[O:46])=[O:45])=[CH:40][CH:39]=1. The catalyst class is: 34. (2) Reactant: Br[C:2]1[CH:3]=[C:4]([NH:10][C:11]2[CH:16]=[CH:15][C:14]([C:17]([N:19]3[CH2:24][CH2:23][O:22][CH2:21][C@H:20]3[CH3:25])=[O:18])=[CH:13][N:12]=2)[C:5](=[O:9])[N:6]([CH3:8])[CH:7]=1.[C:26]([O:29][CH2:30][C:31]1[C:32]([N:46]2[CH2:57][CH2:56][N:55]3[C:48](=[CH:49][C:50]4[CH2:51][C:52]([CH3:59])([CH3:58])[CH2:53][C:54]=43)[C:47]2=[O:60])=[N:33][CH:34]=[CH:35][C:36]=1B1OC(C)(C)C(C)(C)O1)(=[O:28])[CH3:27].[O-]P([O-])([O-])=O.[K+].[K+].[K+].C([O-])(=O)C.[Na+]. Product: [C:26]([O:29][CH2:30][C:31]1[C:32]([N:46]2[CH2:57][CH2:56][N:55]3[C:48](=[CH:49][C:50]4[CH2:51][C:52]([CH3:59])([CH3:58])[CH2:53][C:54]=43)[C:47]2=[O:60])=[N:33][CH:34]=[CH:35][C:36]=1[C:2]1[CH:3]=[C:4]([NH:10][C:11]2[CH:16]=[CH:15][C:14]([C:17]([N:19]3[CH2:24][CH2:23][O:22][CH2:21][C@H:20]3[CH3:25])=[O:18])=[CH:13][N:12]=2)[C:5](=[O:9])[N:6]([CH3:8])[CH:7]=1)(=[O:28])[CH3:27]. The catalyst class is: 379.